From a dataset of Catalyst prediction with 721,799 reactions and 888 catalyst types from USPTO. Predict which catalyst facilitates the given reaction. (1) Reactant: [C:1]([C:3]1[CH:4]=[C:5]2[C:10](=[CH:11][C:12]=1[O:13][CH2:14][CH2:15][CH2:16][C:17](O)=[O:18])[N:9]=[CH:8][CH:7]=[C:6]2[O:20][C:21]1[CH:26]=[CH:25][C:24]([NH:27][C:28]([NH:30][C:31]2[CH:36]=[CH:35][C:34]([F:37])=[CH:33][CH:32]=2)=[O:29])=[C:23]([F:38])[CH:22]=1)#[N:2].C(N=C=NCCCN(C)C)C.ON1C2C=CC=CC=2N=N1.[CH:60]1([NH2:63])[CH2:62][CH2:61]1.O.[OH-].[Na+]. Product: [C:1]([C:3]1[CH:4]=[C:5]2[C:10](=[CH:11][C:12]=1[O:13][CH2:14][CH2:15][CH2:16][C:17]([NH:63][CH:60]1[CH2:62][CH2:61]1)=[O:18])[N:9]=[CH:8][CH:7]=[C:6]2[O:20][C:21]1[CH:26]=[CH:25][C:24]([NH:27][C:28]([NH:30][C:31]2[CH:32]=[CH:33][C:34]([F:37])=[CH:35][CH:36]=2)=[O:29])=[C:23]([F:38])[CH:22]=1)#[N:2]. The catalyst class is: 9. (2) The catalyst class is: 4. Product: [CH3:1][O:2][C@H:3]1[CH2:8][CH2:7][C@H:6]2[C@H:9]3[C@H:19]([CH2:20][CH2:21][C@:4]12[CH3:5])[C@:17]1([CH3:18])[CH:12]([CH2:13][C@@H:14]2[O:30][C@@H:15]2[CH2:16]1)[CH2:11][CH2:10]3. Reactant: [CH3:1][O:2][C@H:3]1[CH2:8][CH2:7][C@H:6]2[C@H:9]3[C@H:19]([CH2:20][CH2:21][C@:4]12[CH3:5])[C@:17]1([CH3:18])[CH:12]([CH2:13][CH:14]=[CH:15][CH2:16]1)[CH2:11][CH2:10]3.C1C=C(Cl)C=C(C(OO)=[O:30])C=1. (3) Reactant: [CH2:1]([C:3]([C:12]1[CH:17]=[CH:16][C:15]([CH2:18]O)=[C:14]([CH3:20])[CH:13]=1)([C:6]1[S:7][CH:8]=[C:9]([CH3:11])[CH:10]=1)[CH2:4][CH3:5])[CH3:2].P(Br)(Br)[Br:22]. Product: [Br-:22].[CH2:1]([C:3]([C:12]1[CH:17]=[CH:16][C:15]([CH3:18])=[C:14]([CH3:20])[CH:13]=1)([C:6]1[S:7][CH:8]=[C:9]([CH3:11])[CH:10]=1)[CH2:4][CH3:5])[CH3:2]. The catalyst class is: 1.